From a dataset of Reaction yield outcomes from USPTO patents with 853,638 reactions. Predict the reaction yield, written as a fraction of the theoretical maximum amount of product (1.0 means a 100% yield; for example, 0.34 means a 34% yield). (1) The reactants are [C:1]([O:5][C:6]([N:8]1[CH:12]2[CH2:13][CH2:14][CH:9]1[C:10](=[O:19])[CH:11]2C(OC)=O)=[O:7])([CH3:4])([CH3:3])[CH3:2].Cl.CCN(CC)CC.CC(OC(OC(OC(C)(C)C)=O)=O)(C)C.[Cl-].[Na+]. The catalyst is C(Cl)Cl. The product is [C:1]([O:5][C:6]([N:8]1[CH:12]2[CH2:13][CH2:14][CH:9]1[C:10](=[O:19])[CH2:11]2)=[O:7])([CH3:4])([CH3:2])[CH3:3]. The yield is 0.640. (2) The reactants are Cl.[Br:2][C:3]1[NH:7][C:6]([C@@H:8]2[CH2:12][CH2:11][CH2:10][NH:9]2)=[N:5][CH:4]=1.Cl.CN(C)[CH2:16][CH2:17][CH2:18]N=C=NCC.[OH2:25].ON1C2C=CC=CC=2N=N1.C[N:37]1[CH2:42][CH2:41][O:40]C[CH2:38]1.CN([CH:46]=[O:47])C. The catalyst is O. The product is [Br:2][C:3]1[NH:7][C:6]([C@@H:8]2[CH2:12][CH2:11][CH2:10][N:9]2[C:41](=[O:40])[C@@H:42]([NH:37][C:38](=[O:25])[O:47][CH3:46])[CH:17]([CH3:18])[CH3:16])=[N:5][CH:4]=1. The yield is 0.880.